From a dataset of Full USPTO retrosynthesis dataset with 1.9M reactions from patents (1976-2016). Predict the reactants needed to synthesize the given product. (1) Given the product [Br:40][C:16]1[N:15]([CH2:18][C@H:19]2[CH2:20][CH2:21][C@H:22]([CH3:25])[CH2:23][CH2:24]2)[C:5]2[C:6]([O:8][CH:9]([CH:11]3[CH2:12][CH2:13][CH2:14]3)[CH3:10])=[N:7][C:2]([Cl:1])=[CH:3][C:4]=2[N:17]=1, predict the reactants needed to synthesize it. The reactants are: [Cl:1][C:2]1[N:7]=[C:6]([O:8][CH:9]([CH:11]2[CH2:14][CH2:13][CH2:12]2)[CH3:10])[C:5]2[N:15]([CH2:18][C@H:19]3[CH2:24][CH2:23][C@H:22]([CH3:25])[CH2:21][CH2:20]3)[CH:16]=[N:17][C:4]=2[CH:3]=1.[Cl-].[Li+].CC1(C)CCCC(C)(C)N1[Mg]Cl.[Br:40]N1C(C)(C)C(=O)N(Br)C1=O. (2) Given the product [C:36]([C:35]1[CH:38]=[CH:39][C:32]([C:24]2[CH:25]=[C:26]3[N:31]([CH2:2][C@@H:3]4[O:8][CH2:7][CH2:6][N:5]([C:9]([O:11][C:12]([CH3:15])([CH3:14])[CH3:13])=[O:10])[CH2:4]4)[CH:30]=[CH:29][C:27]3=[N:28][C:23]=2[C:20]2[CH:21]=[CH:22][C:17]([CH3:16])=[CH:18][CH:19]=2)=[CH:33][CH:34]=1)#[N:37], predict the reactants needed to synthesize it. The reactants are: Br[CH2:2][C@@H:3]1[O:8][CH2:7][CH2:6][N:5]([C:9]([O:11][C:12]([CH3:15])([CH3:14])[CH3:13])=[O:10])[CH2:4]1.[CH3:16][C:17]1[CH:22]=[CH:21][C:20]([C:23]2[N:28]=[C:27]3[CH:29]=[CH:30][NH:31][C:26]3=[CH:25][C:24]=2[C:32]2[CH:39]=[CH:38][C:35]([C:36]#[N:37])=[CH:34][CH:33]=2)=[CH:19][CH:18]=1.C(=O)([O-])[O-].[Cs+].[Cs+].